From a dataset of Catalyst prediction with 721,799 reactions and 888 catalyst types from USPTO. Predict which catalyst facilitates the given reaction. Reactant: [Cl:1][C:2]1[CH:3]=[C:4]([CH:26]=[CH:27][C:28]=1[F:29])[CH2:5][NH:6][C:7]1[S:8][C:9](=[CH:13][C:14]2[N:15]=[C:16]3[C:21](=[CH:22][CH:23]=2)[N:20]=[CH:19][C:18](C#N)=[CH:17]3)[C:10](=[O:12])[N:11]=1.C(O[Na])(C)=O.[CH:35]([O:38]C1C=CN=C2C=1N=C(C=O)C=C2)([CH3:37])[CH3:36]. Product: [Cl:1][C:2]1[CH:3]=[C:4]([CH:26]=[CH:27][C:28]=1[F:29])[CH2:5][NH:6][C:7]1[S:8][C:9](=[CH:13][C:14]2[CH:23]=[CH:22][C:21]3[C:16](=[C:17]([O:38][CH:35]([CH3:37])[CH3:36])[CH:18]=[CH:19][N:20]=3)[N:15]=2)[C:10](=[O:12])[N:11]=1. The catalyst class is: 52.